This data is from Catalyst prediction with 721,799 reactions and 888 catalyst types from USPTO. The task is: Predict which catalyst facilitates the given reaction. (1) Reactant: [CH3:1][O:2][C:3]1[CH:8]=[CH:7][C:6]([C:9]2[N:10]=[C:11](S(C)(=O)=O)[O:12][C:13]=2[C:14]2[CH:19]=[CH:18][C:17]([O:20][CH3:21])=[CH:16][CH:15]=2)=[CH:5][CH:4]=1.[NH2:26][C:27]1[CH:32]=[CH:31][CH:30]=[CH:29][N:28]=1.[H-].[Na+]. Product: [CH3:1][O:2][C:3]1[CH:8]=[CH:7][C:6]([C:9]2[N:10]=[C:11]([NH:26][C:27]3[CH:32]=[CH:31][CH:30]=[CH:29][N:28]=3)[O:12][C:13]=2[C:14]2[CH:19]=[CH:18][C:17]([O:20][CH3:21])=[CH:16][CH:15]=2)=[CH:5][CH:4]=1. The catalyst class is: 12. (2) Reactant: [CH3:1][C:2]([C:4]1[CH:5]=[CH:6][C:7]([OH:10])=[CH:8][CH:9]=1)=[O:3].C1(=O)O[CH2:14][CH2:13][O:12]1.[OH-].[Na+]. Product: [OH:12][CH2:13][CH2:14][O:10][C:7]1[CH:8]=[CH:9][C:4]([C:2](=[O:3])[CH3:1])=[CH:5][CH:6]=1. The catalyst class is: 9. (3) Reactant: [Cl:1][C:2]1[N:3]=[C:4]([C:7]2[CH:8]=[N:9][CH:10]=[CH:11][CH:12]=2)[S:5][CH:6]=1.[Br:13]Br. Product: [Br:13][C:6]1[S:5][C:4]([C:7]2[CH:8]=[N:9][CH:10]=[CH:11][CH:12]=2)=[N:3][C:2]=1[Cl:1]. The catalyst class is: 2.